This data is from Reaction yield outcomes from USPTO patents with 853,638 reactions. The task is: Predict the reaction yield, written as a fraction of the theoretical maximum amount of product (1.0 means a 100% yield; for example, 0.34 means a 34% yield). (1) The reactants are Br[C:2]1[CH:7]=[C:6]([F:8])[CH:5]=[C:4]([Br:9])[CH:3]=1.C([Mg]Cl)(C)C.CN(C)[CH:17]=[O:18]. The catalyst is O1CCCC1. The product is [Br:9][C:4]1[CH:3]=[C:2]([CH:7]=[C:6]([F:8])[CH:5]=1)[CH:17]=[O:18]. The yield is 0.750. (2) The reactants are [Br:1][C:2]1[C:6]2=[N:7][CH:8]=[CH:9][CH:10]=[C:5]2[NH:4][N:3]=1.[Cl:11][C:12]1[CH:20]=[CH:19][CH:18]=[C:17]([C:21]([F:24])([F:23])[F:22])[C:13]=1[C:14](Cl)=[O:15].C(Cl)Cl. The catalyst is CN(C1C=CN=CC=1)C.O. The yield is 0.460. The product is [Br:1][C:2]1[C:6]2=[N:7][CH:8]=[CH:9][CH:10]=[C:5]2[N:4]([C:14]([C:13]2[C:17]([C:21]([F:22])([F:23])[F:24])=[CH:18][CH:19]=[CH:20][C:12]=2[Cl:11])=[O:15])[N:3]=1. (3) The reactants are [F:1][C:2]1[CH:3]=[C:4]2[C:8](=[CH:9][CH:10]=1)[NH:7][N:6]=[C:5]2[I:11].[F:12][C:13]([F:17])([F:16])[CH2:14]I. No catalyst specified. The product is [F:1][C:2]1[CH:3]=[C:4]2[C:8](=[CH:9][CH:10]=1)[N:7]([CH2:14][C:13]([F:17])([F:16])[F:12])[N:6]=[C:5]2[I:11]. The yield is 0.460.